This data is from Reaction yield outcomes from USPTO patents with 853,638 reactions. The task is: Predict the reaction yield, written as a fraction of the theoretical maximum amount of product (1.0 means a 100% yield; for example, 0.34 means a 34% yield). (1) The reactants are [F:1][C:2]1[CH:9]=[C:8]([C:10]([F:13])([F:12])[F:11])[CH:7]=[CH:6][C:3]=1[CH:4]=O.[CH2:14]([NH2:18])[CH2:15][CH2:16][CH3:17].C(O)(=O)C.C([BH3-])#N.[Na+]. The catalyst is CO.O. The product is [CH2:14]([NH:18][CH2:4][C:3]1[CH:6]=[CH:7][C:8]([C:10]([F:13])([F:12])[F:11])=[CH:9][C:2]=1[F:1])[CH2:15][CH2:16][CH3:17]. The yield is 0.260. (2) The reactants are Cl[C:2]1[C:7]2[CH2:8][N:9]([CH:12]([C:14]3[CH:15]=[N:16][C:17]([O:21][CH2:22][C:23]([F:26])([F:25])[F:24])=[C:18]([CH3:20])[CH:19]=3)[CH3:13])[C:10](=[O:11])[C:6]=2[CH:5]=[CH:4][N:3]=1.[CH3:27][N:28](C=O)C. The catalyst is [C-]#N.[Zn+2].[C-]#N. The product is [CH3:20][C:18]1[CH:19]=[C:14]([CH:12]([N:9]2[C:10](=[O:11])[C:6]3[CH:5]=[CH:4][N:3]=[C:2]([C:27]#[N:28])[C:7]=3[CH2:8]2)[CH3:13])[CH:15]=[N:16][C:17]=1[O:21][CH2:22][C:23]([F:26])([F:25])[F:24]. The yield is 0.800. (3) The reactants are [F:1][C:2]1[CH:7]=[CH:6][C:5]([I:8])=[CH:4][C:3]=1[NH2:9].Cl[C:11]1[C:16]([Cl:17])=[CH:15][N:14]=[C:13]([NH2:18])[N:12]=1.Cl.[OH-].[Na+]. The catalyst is O1CCOCC1. The product is [Cl:17][C:16]1[C:11]([NH:9][C:3]2[CH:4]=[C:5]([I:8])[CH:6]=[CH:7][C:2]=2[F:1])=[N:12][C:13]([NH2:18])=[N:14][CH:15]=1. The yield is 0.430. (4) The reactants are [C:1]([O:5][C:6](=[O:26])[NH:7][CH2:8][CH:9]1[CH2:14][CH2:13][N:12]([C:15]2[C:20]([NH2:21])=[CH:19][C:18]([S:22]([CH3:25])(=[O:24])=[O:23])=[CH:17][N:16]=2)[CH2:11][CH2:10]1)([CH3:4])([CH3:3])[CH3:2].C(N(CC)C(C)C)(C)C.[Cl:36][C:37]1[CH:38]=[C:39]([CH:43]=[CH:44][CH:45]=1)[C:40](Cl)=[O:41]. The catalyst is C(Cl)Cl.C(OCC)(=O)C. The product is [C:1]([O:5][C:6](=[O:26])[NH:7][CH2:8][CH:9]1[CH2:10][CH2:11][N:12]([C:15]2[C:20]([NH:21][C:40](=[O:41])[C:39]3[CH:43]=[CH:44][CH:45]=[C:37]([Cl:36])[CH:38]=3)=[CH:19][C:18]([S:22]([CH3:25])(=[O:24])=[O:23])=[CH:17][N:16]=2)[CH2:13][CH2:14]1)([CH3:4])([CH3:3])[CH3:2]. The yield is 0.460.